Dataset: Full USPTO retrosynthesis dataset with 1.9M reactions from patents (1976-2016). Task: Predict the reactants needed to synthesize the given product. (1) Given the product [CH3:12][C:13]1[CH:14]=[CH:15][C:16]([OH:22])=[C:17]([C:18]2[O:1][N:2]=[C:3]([C:5]3[C:10]([CH3:11])=[CH:9][CH:8]=[CH:7][N:6]=3)[N:4]=2)[CH:21]=1, predict the reactants needed to synthesize it. The reactants are: [OH:1][NH:2][C:3]([C:5]1[C:10]([CH3:11])=[CH:9][CH:8]=[CH:7][N:6]=1)=[NH:4].[CH3:12][C:13]1[CH:21]=[C:17]([C:18](O)=O)[C:16]([OH:22])=[CH:15][CH:14]=1. (2) Given the product [CH2:1]([O:3][C:4]([C:6]1[S:10][C:9]([C:38]2[CH:39]=[CH:40][C:35]([C:31]([CH3:34])([CH3:33])[CH3:32])=[CH:36][CH:37]=2)=[N:8][C:7]=1[CH2:12][N:13]([CH2:20][C:21]1[CH:26]=[CH:25][C:24]([O:27][CH3:28])=[CH:23][C:22]=1[O:29][CH3:30])[CH2:14][C:15]([O:17][CH2:18][CH3:19])=[O:16])=[O:5])[CH3:2], predict the reactants needed to synthesize it. The reactants are: [CH2:1]([O:3][C:4]([C:6]1[S:10][C:9](Br)=[N:8][C:7]=1[CH2:12][N:13]([CH2:20][C:21]1[CH:26]=[CH:25][C:24]([O:27][CH3:28])=[CH:23][C:22]=1[O:29][CH3:30])[CH2:14][C:15]([O:17][CH2:18][CH3:19])=[O:16])=[O:5])[CH3:2].[C:31]([C:35]1[CH:40]=[CH:39][C:38](B(O)O)=[CH:37][CH:36]=1)([CH3:34])([CH3:33])[CH3:32].C(=O)([O-])[O-].[Cs+].[Cs+]. (3) The reactants are: [NH:1]1[C:5]2[CH:6]=[CH:7][CH:8]=[CH:9][C:4]=2[N:3]=[C:2]1[CH2:10][N:11]([CH:22]([CH3:24])[CH3:23])[CH:12]1[C:21]2[N:20]=[CH:19][CH:18]=[CH:17][C:16]=2[CH2:15][CH2:14][CH2:13]1.Br[CH2:26][CH2:27][C:28]#[N:29].CN(CC1N(CC2C=NC=CC=2)C2C=CC=CC=2N=1)C1C2N=CC=CC=2CCC1. Given the product [CH3:23][CH:22]([N:11]([CH2:10][C:2]1[N:3]([CH2:26][CH2:27][C:28]#[N:29])[C:4]2[CH:9]=[CH:8][CH:7]=[CH:6][C:5]=2[N:1]=1)[CH:12]1[C:21]2[N:20]=[CH:19][CH:18]=[CH:17][C:16]=2[CH2:15][CH2:14][CH2:13]1)[CH3:24], predict the reactants needed to synthesize it. (4) The reactants are: [C:1]([C:3]1[N:4](C(OC(C)(C)C)=O)[C:5]([C:8]2[CH:9]=[C:10]3[C:14](=[C:15]([F:17])[CH:16]=2)[NH:13][C:12](=[O:18])[C:11]3([CH3:20])[CH3:19])=[CH:6][CH:7]=1)#[N:2]. Given the product [F:17][C:15]1[CH:16]=[C:8]([C:5]2[NH:4][C:3]([C:1]#[N:2])=[CH:7][CH:6]=2)[CH:9]=[C:10]2[C:14]=1[NH:13][C:12](=[O:18])[C:11]2([CH3:20])[CH3:19], predict the reactants needed to synthesize it.